From a dataset of Reaction yield outcomes from USPTO patents with 853,638 reactions. Predict the reaction yield, written as a fraction of the theoretical maximum amount of product (1.0 means a 100% yield; for example, 0.34 means a 34% yield). (1) The product is [CH2:10]([O:1][CH2:6][CH2:5][CH2:4][CH2:3][C:2]([OH:7])=[O:8])[C:11]1[CH:16]=[CH:15][CH:14]=[CH:13][CH:12]=1. The catalyst is C1(C)C=CC=CC=1. The reactants are [O:1]1[CH2:6][CH2:5][CH2:4][CH2:3][C:2]1=[O:7].[OH-:8].[K+].[CH2:10](Br)[C:11]1[CH:16]=[CH:15][CH:14]=[CH:13][CH:12]=1. The yield is 0.960. (2) The reactants are [C:1]([C:5]1[CH:13]=[CH:12][C:8]([C:9](Cl)=[O:10])=[CH:7][CH:6]=1)([CH3:4])([CH3:3])[CH3:2].C([O-])(O)=O.[Na+].[Cl:19][C:20]1[N:25]2[N:26]=[C:27]([CH3:29])[CH:28]=[C:24]2[N:23]=[C:22]([NH2:30])[C:21]=1[CH3:31]. No catalyst specified. The product is [C:1]([C:5]1[CH:13]=[CH:12][C:8]([C:9]([NH:30][C:22]2[C:21]([CH3:31])=[C:20]([Cl:19])[N:25]3[N:26]=[C:27]([CH3:29])[CH:28]=[C:24]3[N:23]=2)=[O:10])=[CH:7][CH:6]=1)([CH3:4])([CH3:3])[CH3:2].[Cl:19][C:20]1[N:25]2[N:26]=[C:27]([CH3:29])[CH:28]=[C:24]2[N:23]=[C:22]([NH:30][C:9](=[O:10])[CH3:8])[C:21]=1[CH3:31]. The yield is 0.310. (3) The reactants are [F:1][C:2]1[C:3]([O:20][CH3:21])=[C:4]([C:8]2[NH:9][C:10]([CH3:19])=[C:11]([CH2:15][CH:16]([CH3:18])[CH3:17])[C:12](=[O:14])[N:13]=2)[CH:5]=[CH:6][CH:7]=1.[H-].[Li+].[Li+].[Br-].[F:26][C:27]1[CH:35]=[CH:34][CH:33]=[CH:32][C:28]=1[CH2:29][CH2:30]Br. The catalyst is CN(C=O)C. The product is [F:1][C:2]1[C:3]([O:20][CH3:21])=[C:4]([C:8]2[N:13]([CH2:30][CH2:29][C:28]3[CH:32]=[CH:33][CH:34]=[CH:35][C:27]=3[F:26])[C:12](=[O:14])[C:11]([CH2:15][CH:16]([CH3:17])[CH3:18])=[C:10]([CH3:19])[N:9]=2)[CH:5]=[CH:6][CH:7]=1. The yield is 0.180. (4) The reactants are [C:1]([O:5][C:6](=[O:33])[NH:7][CH2:8][CH2:9][NH:10][CH:11]1[CH:15]([O:16][Si:17]([C:20]([CH3:23])([CH3:22])[CH3:21])([CH3:19])[CH3:18])[CH2:14][N:13]([C:24](=[O:32])[C:25]2[CH:30]=[CH:29][C:28]([Cl:31])=[CH:27][CH:26]=2)[CH2:12]1)([CH3:4])([CH3:3])[CH3:2].CCN(C(C)C)C(C)C.[Cl:43][CH2:44][C:45](Cl)=[O:46]. No catalyst specified. The product is [C:1]([O:5][C:6](=[O:33])[NH:7][CH2:8][CH2:9][N:10]([CH:11]1[CH:15]([O:16][Si:17]([C:20]([CH3:23])([CH3:22])[CH3:21])([CH3:18])[CH3:19])[CH2:14][N:13]([C:24](=[O:32])[C:25]2[CH:26]=[CH:27][C:28]([Cl:31])=[CH:29][CH:30]=2)[CH2:12]1)[C:45](=[O:46])[CH2:44][Cl:43])([CH3:2])([CH3:3])[CH3:4]. The yield is 0.580. (5) The reactants are S(Cl)(Cl)=O.[C:5]1([C:11]2[C:12]([C:19]3[CH:24]=[CH:23][CH:22]=[CH:21][CH:20]=3)=[N:13][CH:14]=[CH:15][C:16]=2[CH2:17]O)[CH:10]=[CH:9][CH:8]=[CH:7][CH:6]=1.[NH:25]1[CH2:30][CH2:29][CH2:28][CH2:27][CH2:26]1.C(=O)([O-])O.[Na+]. No catalyst specified. The product is [C:5]1([C:11]2[C:12]([C:19]3[CH:24]=[CH:23][CH:22]=[CH:21][CH:20]=3)=[N:13][CH:14]=[CH:15][C:16]=2[CH2:17][N:25]2[CH2:30][CH2:29][CH2:28][CH2:27][CH2:26]2)[CH:10]=[CH:9][CH:8]=[CH:7][CH:6]=1. The yield is 0.710.